This data is from Full USPTO retrosynthesis dataset with 1.9M reactions from patents (1976-2016). The task is: Predict the reactants needed to synthesize the given product. (1) Given the product [CH3:35][O:34][C:27]1[CH:28]=[CH:29][C:30]([O:32][CH3:33])=[CH:31][C:26]=1[NH:25][CH2:24][CH2:23][CH2:22][CH2:21][CH2:20][CH2:19][CH2:18][CH2:17][CH2:16][CH2:15][CH2:14][CH2:13][CH2:12][CH2:11][CH2:10][CH2:9][OH:8], predict the reactants needed to synthesize it. The reactants are: [Si]([O:8][CH2:9][CH2:10][CH2:11][CH2:12][CH2:13][CH2:14][CH2:15][CH2:16][CH2:17][CH2:18][CH2:19][CH2:20][CH2:21][CH2:22][CH2:23][CH2:24][NH:25][C:26]1[CH:31]=[C:30]([O:32][CH3:33])[CH:29]=[CH:28][C:27]=1[O:34][CH3:35])(C(C)(C)C)(C)C.[F-].C([N+](CCCC)(CCCC)CCCC)CCC.[Cl-].[NH4+]. (2) Given the product [F:44][C:35]1[CH:36]=[C:37]([C:40]([F:41])([F:42])[F:43])[CH:38]=[CH:39][C:34]=1[C:33]([NH:32][CH2:31][CH2:30][N:28]1[CH:29]=[C:25]([C:23]([NH:22][C@H:8]([B:9]([OH:10])[OH:17])[CH2:7][C:1]2[CH:2]=[CH:3][CH:4]=[CH:5][CH:6]=2)=[O:24])[N:26]=[N:27]1)=[O:45], predict the reactants needed to synthesize it. The reactants are: [C:1]1([CH2:7][C@H:8]([NH:22][C:23]([C:25]2[N:26]=[N:27][N:28]([CH2:30][CH2:31][NH:32][C:33](=[O:45])[C:34]3[CH:39]=[CH:38][C:37]([C:40]([F:43])([F:42])[F:41])=[CH:36][C:35]=3[F:44])[CH:29]=2)=[O:24])[B:9]2[O:17][C@H]3[C@](C)([C@H]4C[C@@H](C3)C4(C)C)[O:10]2)[CH:6]=[CH:5][CH:4]=[CH:3][CH:2]=1.C(B(O)O)C(C)C.Cl. (3) Given the product [Cl:30][C:31]1[CH:32]=[C:33]([N:16]2[C:17]([CH:19]([OH:21])[CH3:20])=[N:18][C:14]([CH2:13][N:11]3[C:10](=[O:22])[N:9]([CH2:23][C@H:24]([OH:29])[C:25]([F:26])([F:28])[F:27])[C:8]([C:5]4[CH:4]=[CH:3][C:2]([Cl:1])=[CH:7][CH:6]=4)=[N:12]3)=[N:15]2)[CH:34]=[CH:35][C:36]=1[F:37], predict the reactants needed to synthesize it. The reactants are: [Cl:1][C:2]1[CH:7]=[CH:6][C:5]([C:8]2[N:9]([CH2:23][C@H:24]([OH:29])[C:25]([F:28])([F:27])[F:26])[C:10](=[O:22])[N:11]([CH2:13][C:14]3[N:18]=[C:17]([CH:19]([OH:21])[CH3:20])[NH:16][N:15]=3)[N:12]=2)=[CH:4][CH:3]=1.[Cl:30][C:31]1[CH:32]=[C:33](B(O)O)[CH:34]=[CH:35][C:36]=1[F:37]. (4) Given the product [CH:1]1([CH2:4][N:19]2[CH2:20][CH2:21][CH:15]3[CH2:14][N:13]([CH2:12][C:11]4[CH:10]=[CH:9][C:8]([F:7])=[CH:29][CH:28]=4)[CH2:27][CH2:26][N:16]3[C:17]3[N:25]=[CH:24][CH:23]=[CH:22][C:18]2=3)[CH2:3][CH2:2]1, predict the reactants needed to synthesize it. The reactants are: [CH:1]1([C:4](Cl)=O)[CH2:3][CH2:2]1.[F:7][C:8]1[CH:29]=[CH:28][C:11]([CH2:12][N:13]2[CH2:27][CH2:26][N:16]3[C:17]4[N:25]=[CH:24][CH:23]=[CH:22][C:18]=4[NH:19][CH2:20][CH2:21][CH:15]3[CH2:14]2)=[CH:10][CH:9]=1.CN(CC)C.[OH-].[Na+]. (5) Given the product [C:1]([O:4][C@@H:5]1[C@@H:10]([O:11][C:12](=[O:14])[CH3:13])[C@H:9]([O:15][C:16](=[O:18])[CH3:17])[C@@H:8]([CH2:19][O:20][C:21](=[O:23])[CH3:22])[O:7][C@H:6]1[C:24]1[CH:29]=[CH:28][C:27]([CH3:30])=[C:26]([CH2:31][C:32]2[S:33][C:34]([C:43]3[CH:44]=[CH:45][C:46]([C:49]#[N:50])=[N:47][CH:48]=3)=[CH:35][CH:36]=2)[CH:25]=1)(=[O:3])[CH3:2], predict the reactants needed to synthesize it. The reactants are: [C:1]([O:4][C@@H:5]1[C@@H:10]([O:11][C:12](=[O:14])[CH3:13])[C@H:9]([O:15][C:16](=[O:18])[CH3:17])[C@@H:8]([CH2:19][O:20][C:21](=[O:23])[CH3:22])[O:7][C@H:6]1[C:24]1[CH:29]=[CH:28][C:27]([CH3:30])=[C:26]([CH2:31][C:32]2[S:33][C:34](Br)=[CH:35][CH:36]=2)[CH:25]=1)(=[O:3])[CH3:2].C([Sn](CCCC)(CCCC)[C:43]1[CH:44]=[CH:45][C:46]([C:49]#[N:50])=[N:47][CH:48]=1)CCC. (6) The reactants are: [CH2:1]([O:3][C:4](=[O:19])[C:5]1[CH:10]=[C:9]([C:11]2[CH:16]=[CH:15][C:14]([CH3:17])=[CH:13][N:12]=2)[CH:8]=[C:7](I)[CH:6]=1)[CH3:2].[CH:20]([C:23]1[N:24]=[N:25][S:26][CH:27]=1)([CH3:22])[CH3:21].C([O-])(=O)C.[K+]. Given the product [CH2:1]([O:3][C:4](=[O:19])[C:5]1[CH:10]=[C:9]([C:11]2[CH:16]=[CH:15][C:14]([CH3:17])=[CH:13][N:12]=2)[CH:8]=[C:7]([C:27]2[S:26][N:25]=[N:24][C:23]=2[CH:20]([CH3:22])[CH3:21])[CH:6]=1)[CH3:2], predict the reactants needed to synthesize it. (7) Given the product [ClH:33].[ClH:33].[NH:8]1[CH2:13][CH2:12][CH:11]([N:14]2[CH2:18][CH2:17][N:16]([CH2:19][CH2:20][CH2:21][N:22]3[CH2:27][CH2:26][CH2:25][CH2:24][CH2:23]3)[C:15]2=[C:28]([C:29]#[N:30])[C:31]#[N:32])[CH2:10][CH2:9]1, predict the reactants needed to synthesize it. The reactants are: C(OC([N:8]1[CH2:13][CH2:12][CH:11]([N:14]2[CH2:18][CH2:17][N:16]([CH2:19][CH2:20][CH2:21][N:22]3[CH2:27][CH2:26][CH2:25][CH2:24][CH2:23]3)[C:15]2=[C:28]([C:31]#[N:32])[C:29]#[N:30])[CH2:10][CH2:9]1)=O)(C)(C)C.[ClH:33].O1CCOCC1.C(OCC)C. (8) Given the product [CH2:1]([O:3][C:4](=[O:30])[CH2:5][N:6]([S:36]([N:34]([CH:31]([CH3:33])[CH3:32])[CH3:35])(=[O:38])=[O:37])[CH2:7][C:8]1[CH:13]=[CH:12][CH:11]=[C:10]([O:14][CH2:15][CH2:16][C:17]2[N:18]=[C:19]([C:23]3[CH:28]=[CH:27][C:26]([CH3:29])=[CH:25][CH:24]=3)[O:20][C:21]=2[CH3:22])[CH:9]=1)[CH3:2], predict the reactants needed to synthesize it. The reactants are: [CH2:1]([O:3][C:4](=[O:30])[CH2:5][NH:6][CH2:7][C:8]1[CH:13]=[CH:12][CH:11]=[C:10]([O:14][CH2:15][CH2:16][C:17]2[N:18]=[C:19]([C:23]3[CH:28]=[CH:27][C:26]([CH3:29])=[CH:25][CH:24]=3)[O:20][C:21]=2[CH3:22])[CH:9]=1)[CH3:2].[CH:31]([N:34]([S:36](Cl)(=[O:38])=[O:37])[CH3:35])([CH3:33])[CH3:32].C(N(CC)CC)C. (9) Given the product [S:1]1[C:5]2[CH:6]=[CH:7][CH:8]=[CH:9][C:4]=2[N:3]=[C:2]1[C:10]([C:11]#[N:12])=[C:19]1[CH2:25][CH2:24][CH2:23][N:22]([C:26]([O:28][C:29]([CH3:32])([CH3:31])[CH3:30])=[O:27])[CH2:21][CH2:20]1, predict the reactants needed to synthesize it. The reactants are: [S:1]1[C:5]2[CH:6]=[CH:7][CH:8]=[CH:9][C:4]=2[N:3]=[C:2]1[CH2:10][C:11]#[N:12].C([Li])CCC.O=[C:19]1[CH2:25][CH2:24][CH2:23][N:22]([C:26]([O:28][C:29]([CH3:32])([CH3:31])[CH3:30])=[O:27])[CH2:21][CH2:20]1. (10) Given the product [C:1]([NH:8][C@@H:9]([C:17]([OH:31])=[O:18])[CH2:10][C@@H:11]([C:13]([F:16])([F:15])[F:14])[CH3:12])([O:3][C:4]([CH3:7])([CH3:6])[CH3:5])=[O:2], predict the reactants needed to synthesize it. The reactants are: [C:1]([NH:8][C@@H:9]([CH2:17][OH:18])[CH2:10][C@@H:11]([C:13]([F:16])([F:15])[F:14])[CH3:12])([O:3][C:4]([CH3:7])([CH3:6])[CH3:5])=[O:2].C1C=C[NH+]=CC=1.C1C=C[NH+]=CC=1.[O-:31][Cr](O[Cr]([O-])(=O)=O)(=O)=O.CN(C=O)C.